Dataset: Reaction yield outcomes from USPTO patents with 853,638 reactions. Task: Predict the reaction yield, written as a fraction of the theoretical maximum amount of product (1.0 means a 100% yield; for example, 0.34 means a 34% yield). The reactants are [CH2:1]([C:3]1[N:13]([C:14]2[CH:19]=[CH:18][C:17]([CH2:20][CH2:21][NH:22][C:23]([NH:25][S:26]([C:29]3[CH:34]=[CH:33][C:32]([CH3:35])=[CH:31][CH:30]=3)(=[O:28])=[O:27])=[O:24])=[CH:16][CH:15]=2)[C:6]2=[N:7][C:8]([CH3:12])=[CH:9][C:10]([CH3:11])=[C:5]2[N:4]=1)[CH3:2].[CH3:36]N. The catalyst is O. The product is [CH2:1]([C:3]1[N:13]([C:14]2[CH:15]=[CH:16][C:17]([CH2:20][CH2:21][N:22]([CH3:36])[C:23]([NH:25][S:26]([C:29]3[CH:34]=[CH:33][C:32]([CH3:35])=[CH:31][CH:30]=3)(=[O:28])=[O:27])=[O:24])=[CH:18][CH:19]=2)[C:6]2=[N:7][C:8]([CH3:12])=[CH:9][C:10]([CH3:11])=[C:5]2[N:4]=1)[CH3:2]. The yield is 0.850.